Dataset: Reaction yield outcomes from USPTO patents with 853,638 reactions. Task: Predict the reaction yield, written as a fraction of the theoretical maximum amount of product (1.0 means a 100% yield; for example, 0.34 means a 34% yield). (1) The reactants are O[CH2:2][CH2:3][O:4]/[N:5]=[C:6](/[C:8]1[N:13]=[C:12]2[N:14]([CH2:17][C:18]3[CH:19]=[C:20]4[C:25](=[CH:26][CH:27]=3)[N:24]=[CH:23][CH:22]=[CH:21]4)[N:15]=[N:16][C:11]2=[N:10][CH:9]=1)\[CH3:7].C1(P(C2C=CC=CC=2)C2C=CC=CC=2)C=CC=CC=1.[C:47]1(=[O:57])[C:55]2[C:50](=[CH:51][CH:52]=[CH:53][CH:54]=2)[C:49](=[O:56])[NH:48]1.N(/C(OC(C)C)=O)=N\C(OC(C)C)=O. The catalyst is C1COCC1. The product is [N:24]1[C:25]2[C:20](=[CH:19][C:18]([CH2:17][N:14]3[C:12]4=[N:13][C:8](/[C:6](=[N:5]/[O:4][CH2:3][CH2:2][N:48]5[C:49](=[O:56])[C:50]6[C:55](=[CH:54][CH:53]=[CH:52][CH:51]=6)[C:47]5=[O:57])/[CH3:7])=[CH:9][N:10]=[C:11]4[N:16]=[N:15]3)=[CH:27][CH:26]=2)[CH:21]=[CH:22][CH:23]=1. The yield is 0.420. (2) The reactants are [CH2:1]([S:3][C:4]1[C:9]([C:10]([O:12]C)=[O:11])=[C:8]([C:14]([F:17])([F:16])[F:15])[CH:7]=[C:6]([N:18]2[CH2:23][CH2:22][O:21][CH2:20][CH2:19]2)[N:5]=1)[CH3:2].CO.C1COCC1.[Li+].[OH-].Cl. The catalyst is CCOC(C)=O. The product is [CH2:1]([S:3][C:4]1[C:9]([C:10]([OH:12])=[O:11])=[C:8]([C:14]([F:17])([F:16])[F:15])[CH:7]=[C:6]([N:18]2[CH2:19][CH2:20][O:21][CH2:22][CH2:23]2)[N:5]=1)[CH3:2]. The yield is 0.420.